Dataset: Tox21: 12 toxicity assays (nuclear receptors and stress response pathways). Task: Binary classification across 12 toxicity assays. (1) The drug is C[C@@H]1C[C@H]2[C@@H]3CCC4=CC(=O)C=C[C@]4(C)[C@@]3(F)[C@@H](O)C[C@]2(C)[C@H]1C(=O)CO. It tested positive (active) for: NR-AR (Androgen Receptor agonist activity), and NR-AR-LBD (Androgen Receptor Ligand Binding Domain agonist). (2) The drug is CCOCN(C(=O)CCl)c1c(C)cccc1CC. It tested positive (active) for: SR-ARE (Antioxidant Response Element (oxidative stress)), and SR-HSE (Heat Shock Element response). (3) The drug is NNc1nncc2ccccc12. It tested positive (active) for: NR-AhR (Aryl hydrocarbon Receptor agonist activity), NR-ER (Estrogen Receptor agonist activity), SR-ARE (Antioxidant Response Element (oxidative stress)), and SR-HSE (Heat Shock Element response). (4) The drug is COC(=O)/C=C\C(=O)O. It tested positive (active) for: SR-ARE (Antioxidant Response Element (oxidative stress)).